Task: Predict the product of the given reaction.. Dataset: Forward reaction prediction with 1.9M reactions from USPTO patents (1976-2016) (1) The product is: [CH2:1]([O:3][C:7](=[O:8])[CH2:6][CH2:5][CH2:4][OH:9])[CH3:2]. Given the reactants [CH2:1]([OH:3])[CH3:2].[C:4]1(=[O:9])[O:8][CH2:7][CH2:6][CH2:5]1.Cl.C1COCC1, predict the reaction product. (2) Given the reactants [NH2:1][C:2]1[CH:3]=[CH:4][C:5]2[N:10]([CH2:11][CH2:12][N:13]([CH3:23])[C:14](=[O:22])[O:15][C:16]3[CH:21]=[CH:20][CH:19]=[CH:18][CH:17]=3)[CH2:9][CH2:8][S:7][C:6]=2[CH:24]=1.I.[S:26]1[CH:30]=[CH:29][CH:28]=[C:27]1[C:31](SC)=[NH:32], predict the reaction product. The product is: [CH3:23][N:13]([CH2:12][CH2:11][N:10]1[CH2:9][CH2:8][S:7][C:6]2[CH:24]=[C:2]([NH:1][C:31]([C:27]3[S:26][CH:30]=[CH:29][CH:28]=3)=[NH:32])[CH:3]=[CH:4][C:5]1=2)[C:14](=[O:22])[O:15][C:16]1[CH:17]=[CH:18][CH:19]=[CH:20][CH:21]=1. (3) Given the reactants Br[C:2]1[C:11]2[C:6](=[CH:7][CH:8]=[CH:9][CH:10]=2)[C:5](=[O:12])[N:4]([C:13]2[CH:18]=[CH:17][C:16]([Cl:19])=[CH:15][CH:14]=2)[N:3]=1.[C:20]([N:24]1[C:28]([NH2:29])=[CH:27][C:26]([CH3:30])=[N:25]1)([CH3:23])([CH3:22])[CH3:21].C(=O)([O-])[O-].[Cs+].[Cs+].C1(P(C2C=CC=CC=2)C2C3OC4C(=CC=CC=4P(C4C=CC=CC=4)C4C=CC=CC=4)C(C)(C)C=3C=CC=2)C=CC=CC=1, predict the reaction product. The product is: [C:20]([N:24]1[C:28]([NH:29][C:2]2[C:11]3[C:6](=[CH:7][CH:8]=[CH:9][CH:10]=3)[C:5](=[O:12])[N:4]([C:13]3[CH:18]=[CH:17][C:16]([Cl:19])=[CH:15][CH:14]=3)[N:3]=2)=[CH:27][C:26]([CH3:30])=[N:25]1)([CH3:23])([CH3:22])[CH3:21]. (4) Given the reactants [Br:1][C:2]1[CH:7]=[C:6]([Cl:8])[CH:5]=[C:4]([Cl:9])[C:3]=1[CH2:10]O.P(Br)(Br)[Br:13].C(=O)([O-])[O-].[Na+].[Na+], predict the reaction product. The product is: [Br:1][C:2]1[CH:7]=[C:6]([Cl:8])[CH:5]=[C:4]([Cl:9])[C:3]=1[CH2:10][Br:13]. (5) The product is: [Cl:1][C:2]1[N:6]2[CH:7]=[C:8]([C:15]3[CH:19]=[CH:18][O:17][CH:16]=3)[CH:9]=[C:10]([C:11]([F:12])([F:13])[F:14])[C:5]2=[N:4][C:3]=1[C:20]([N:27]1[CH2:28][CH2:29][C:24]([N:30]2[CH2:34][CH2:33][O:32][C:31]2=[O:35])([CH3:23])[CH2:25][CH2:26]1)=[O:22]. Given the reactants [Cl:1][C:2]1[N:6]2[CH:7]=[C:8]([C:15]3[CH:19]=[CH:18][O:17][CH:16]=3)[CH:9]=[C:10]([C:11]([F:14])([F:13])[F:12])[C:5]2=[N:4][C:3]=1[C:20]([OH:22])=O.[CH3:23][C:24]1([N:30]2[CH2:34][CH2:33][O:32][C:31]2=[O:35])[CH2:29][CH2:28][NH:27][CH2:26][CH2:25]1.CCN(C(C)C)C(C)C.CN(C(ON1N=NC2C=CC=NC1=2)=[N+](C)C)C.F[P-](F)(F)(F)(F)F, predict the reaction product.